The task is: Predict the reactants needed to synthesize the given product.. This data is from Full USPTO retrosynthesis dataset with 1.9M reactions from patents (1976-2016). Given the product [Br:30][CH2:29][C:21]1[CH:22]=[CH:23][CH:24]=[C:25]([N+:26]([O-:28])=[O:27])[C:20]=1[F:19], predict the reactants needed to synthesize it. The reactants are: C(OOC(=O)C1C=CC=CC=1)(=O)C1C=CC=CC=1.[F:19][C:20]1[C:25]([N+:26]([O-:28])=[O:27])=[CH:24][CH:23]=[CH:22][C:21]=1[CH3:29].[Br:30]N1C(=O)CCC1=O.